Dataset: Reaction yield outcomes from USPTO patents with 853,638 reactions. Task: Predict the reaction yield, written as a fraction of the theoretical maximum amount of product (1.0 means a 100% yield; for example, 0.34 means a 34% yield). (1) The reactants are C(=O)([O:7][C:8]1[C:20]2[CH2:19][O:18][C:17](=[O:21])[C:16]=2[C:15]([C:22]2[CH:26]=[CH:25][S:24][CH:23]=2)=[C:14]2[C:9]=1[CH:10]=[C:11]([O:29][CH3:30])[C:12]([O:27][CH3:28])=[CH:13]2)OC(C)(C)C.N1CCCCC1.Cl. The catalyst is ClCCl. The product is [OH:7][C:8]1[C:20]2[CH2:19][O:18][C:17](=[O:21])[C:16]=2[C:15]([C:22]2[CH:26]=[CH:25][S:24][CH:23]=2)=[C:14]2[C:9]=1[CH:10]=[C:11]([O:29][CH3:30])[C:12]([O:27][CH3:28])=[CH:13]2. The yield is 0.790. (2) The reactants are [NH2:1][C:2]1[CH:14]=[CH:13][C:12]2[C:11]3[C:6](=[CH:7][CH:8]=[CH:9][CH:10]=3)[C:5](=[O:15])[C:4]=2[CH:3]=1.S([O-])([O-])(=O)=O.[Na+].[Na+].C(O[BH-](O[C:33](=O)[CH3:34])OC(=O)C)(=O)C.[Na+].C([O-])([O-])=O.[Na+].[Na+].[C:43](O)(=O)[CH3:44]. No catalyst specified. The product is [N:1]12[CH2:34][CH2:33][CH:4]([CH2:43][CH2:44]1)[CH:3]([NH:1][C:2]1[CH:14]=[CH:13][C:12]3[C:11]4[C:6](=[CH:7][CH:8]=[CH:9][CH:10]=4)[C:5](=[O:15])[C:4]=3[CH:3]=1)[CH2:2]2. The yield is 0.790. (3) The reactants are C(S[C:9]1[CH:18]=[C:17]2[C:12]([CH:13]=[C:14]([O:19][CH3:20])[N:15]=[CH:16]2)=[CH:11][CH:10]=1)C1C=CC=CC=1.[Cl:21]N1C(C)(C)C(=O)N(Cl)C1=O.[S:32](Cl)(Cl)(=[O:34])=[O:33].[F:37][C:38]1[C:43]([F:44])=[C:42]([F:45])[C:41]([F:46])=[C:40]([F:47])[C:39]=1[OH:48].C(N(CC)CC)C. The catalyst is CCOC(C)=O.O.C(O)(=O)C.C(#N)C. The product is [Cl:21][C:13]1[C:12]2[C:17](=[CH:18][C:9]([S:32]([O:48][C:39]3[C:38]([F:37])=[C:43]([F:44])[C:42]([F:45])=[C:41]([F:46])[C:40]=3[F:47])(=[O:34])=[O:33])=[CH:10][CH:11]=2)[CH:16]=[N:15][C:14]=1[O:19][CH3:20]. The yield is 0.567. (4) The reactants are [NH2:1][C:2]1[CH:7]=[CH:6][C:5]([N:8]2[C:12]([CH2:13][CH2:14][CH3:15])=[C:11]([C:16]([NH:18][CH:19]3[CH2:21][CH2:20]3)=[O:17])[N:10]=[N:9]2)=[CH:4][CH:3]=1.C(N(CC)CC)C.[CH3:29][N:30]([CH3:34])[C:31](Cl)=[O:32]. The catalyst is ClCCl.CN(C)C1C=CN=CC=1. The product is [CH:19]1([NH:18][C:16]([C:11]2[N:10]=[N:9][N:8]([C:5]3[CH:6]=[CH:7][C:2]([NH:1][C:31]([N:30]([CH3:34])[CH3:29])=[O:32])=[CH:3][CH:4]=3)[C:12]=2[CH2:13][CH2:14][CH3:15])=[O:17])[CH2:20][CH2:21]1. The yield is 0.640. (5) The product is [CH3:1][NH:2][C:3]1[CH:4]=[CH:5][C:6]2[N:7]([C:19](=[O:21])[CH3:20])[C:8]3[C:13]([S:14][C:15]=2[CH:16]=1)=[CH:12][C:11]([NH:17][CH3:18])=[CH:10][CH:9]=3. The yield is 0.490. The reactants are [CH3:1][NH:2][C:3]1[CH:4]=[CH:5][C:6]2[NH:7][C:8]3[C:13]([S:14][C:15]=2[CH:16]=1)=[CH:12][C:11]([NH:17][CH3:18])=[CH:10][CH:9]=3.[C:19](OC(=O)C)(=[O:21])[CH3:20]. The catalyst is N1C=CC=CC=1.